From a dataset of NCI-60 drug combinations with 297,098 pairs across 59 cell lines. Regression. Given two drug SMILES strings and cell line genomic features, predict the synergy score measuring deviation from expected non-interaction effect. (1) Drug 1: CCC1=C2CN3C(=CC4=C(C3=O)COC(=O)C4(CC)O)C2=NC5=C1C=C(C=C5)O. Drug 2: C1CNP(=O)(OC1)N(CCCl)CCCl. Cell line: CAKI-1. Synergy scores: CSS=46.2, Synergy_ZIP=5.94, Synergy_Bliss=8.99, Synergy_Loewe=-71.7, Synergy_HSA=6.22. (2) Drug 1: CN1C(=O)N2C=NC(=C2N=N1)C(=O)N. Drug 2: CC1CCCC2(C(O2)CC(NC(=O)CC(C(C(=O)C(C1O)C)(C)C)O)C(=CC3=CSC(=N3)C)C)C. Cell line: SK-OV-3. Synergy scores: CSS=37.8, Synergy_ZIP=2.58, Synergy_Bliss=-0.0930, Synergy_Loewe=-37.9, Synergy_HSA=-2.79. (3) Drug 1: CC1=C(C(=CC=C1)Cl)NC(=O)C2=CN=C(S2)NC3=CC(=NC(=N3)C)N4CCN(CC4)CCO. Drug 2: C1CN1C2=NC(=NC(=N2)N3CC3)N4CC4. Cell line: IGROV1. Synergy scores: CSS=43.3, Synergy_ZIP=-1.45, Synergy_Bliss=-1.80, Synergy_Loewe=2.94, Synergy_HSA=5.04. (4) Drug 1: CC1=C2C(C(=O)C3(C(CC4C(C3C(C(C2(C)C)(CC1OC(=O)C(C(C5=CC=CC=C5)NC(=O)OC(C)(C)C)O)O)OC(=O)C6=CC=CC=C6)(CO4)OC(=O)C)O)C)O. Drug 2: C1CN1C2=NC(=NC(=N2)N3CC3)N4CC4. Cell line: MCF7. Synergy scores: CSS=13.6, Synergy_ZIP=-0.809, Synergy_Bliss=2.74, Synergy_Loewe=0.552, Synergy_HSA=1.12. (5) Drug 1: C1=CC(=CC=C1CCC2=CNC3=C2C(=O)NC(=N3)N)C(=O)NC(CCC(=O)O)C(=O)O. Drug 2: CC1=C2C(C(=O)C3(C(CC4C(C3C(C(C2(C)C)(CC1OC(=O)C(C(C5=CC=CC=C5)NC(=O)OC(C)(C)C)O)O)OC(=O)C6=CC=CC=C6)(CO4)OC(=O)C)O)C)O. Cell line: HCT116. Synergy scores: CSS=43.6, Synergy_ZIP=-1.14, Synergy_Bliss=-5.51, Synergy_Loewe=-6.59, Synergy_HSA=-1.90.